Dataset: Full USPTO retrosynthesis dataset with 1.9M reactions from patents (1976-2016). Task: Predict the reactants needed to synthesize the given product. (1) Given the product [F:1][C:2]1[CH:3]=[C:4]([CH:13]2[CH2:18][N:17]([C:19]([N:21]3[CH2:26][CH2:25][S:24][CH2:23][CH2:22]3)=[O:20])[CH2:16][CH:15]([C:27]([OH:29])=[O:28])[CH2:14]2)[CH:5]=[CH:6][C:7]=1[O:8][C:9]([F:12])([F:10])[F:11], predict the reactants needed to synthesize it. The reactants are: [F:1][C:2]1[CH:3]=[C:4]([CH:13]2[CH2:18][N:17]([C:19]([N:21]3[CH2:26][CH2:25][S:24][CH2:23][CH2:22]3)=[O:20])[CH2:16][CH:15]([C:27]([O:29]C)=[O:28])[CH2:14]2)[CH:5]=[CH:6][C:7]=1[O:8][C:9]([F:12])([F:11])[F:10].CC(C)([O-])C.[K+]. (2) Given the product [OH:2][C@@H:3]1[C@H:8]([NH:9][C:24](=[O:25])[O:23][C:20]([CH3:22])([CH3:21])[CH3:19])[C@@H:7]([OH:10])[C@H:6]([OH:11])[C@@H:5]([CH2:12][OH:13])[O:4]1, predict the reactants needed to synthesize it. The reactants are: [Cl-].[OH:2][C@@H:3]1[C@H:8]([NH3+:9])[C@@H:7]([OH:10])[C@H:6]([OH:11])[C@@H:5]([CH2:12][OH:13])[O:4]1.C([O-])(O)=O.[Na+].[CH3:19][C:20]([O:23][C:24](O[C:24]([O:23][C:20]([CH3:22])([CH3:21])[CH3:19])=[O:25])=[O:25])([CH3:22])[CH3:21].C(NC([C@@H]([C@H]([C@@H]([C@@H](CO)O)O)O)O)=O)(OC(C)(C)C)=O. (3) Given the product [OH:35][C:34]1[C:33](=[O:43])[C:32]2[C:27](=[CH:28][C:29]([OH:44])=[CH:30][CH:31]=2)[O:26][C:25]=1[C:22]1[CH:23]=[CH:24][C:9]([OH:8])=[C:10]([CH:21]=1)[O:11][CH2:12][P:13](=[O:20])([O:14][CH2:15][CH3:16])[O:17][CH2:18][CH3:19], predict the reactants needed to synthesize it. The reactants are: C([O:8][C:9]1[CH:24]=[CH:23][C:22]([C:25]2[O:26][C:27]3[C:32]([C:33](=[O:43])[C:34]=2[O:35]CC2C=CC=CC=2)=[CH:31][CH:30]=[C:29]([O:44]CC2C=CC=CC=2)[CH:28]=3)=[CH:21][C:10]=1[O:11][CH2:12][P:13](=[O:20])([O:17][CH2:18][CH3:19])[O:14][CH2:15][CH3:16])C1C=CC=CC=1. (4) Given the product [C:1]([O:5][C:6]([N:8]1[CH2:13][CH2:12][N:11]([C:15]2[CH:20]=[C:19]([O:21][CH3:22])[N:18]=[CH:17][N:16]=2)[CH2:10][CH2:9]1)=[O:7])([CH3:4])([CH3:2])[CH3:3], predict the reactants needed to synthesize it. The reactants are: [C:1]([O:5][C:6]([N:8]1[CH2:13][CH2:12][NH:11][CH2:10][CH2:9]1)=[O:7])([CH3:4])([CH3:3])[CH3:2].Cl[C:15]1[CH:20]=[C:19]([O:21][CH3:22])[N:18]=[CH:17][N:16]=1.C(N(CC)CC)C. (5) Given the product [CH2:1]([O:3][C:4]([C:5]1[N:10]2[CH:11]=[CH:12][N:13]=[C:14]([Cl:15])[C:9]2=[C:8]([C:16]2[CH:21]=[CH:20][CH:19]=[C:18]([O:22][CH2:23][C:24]3[CH:29]=[CH:28][CH:27]=[CH:26][CH:25]=3)[CH:17]=2)[N:7]=1)=[O:30])[CH3:2], predict the reactants needed to synthesize it. The reactants are: [CH2:1]([O:3][C:4](=[O:30])[C:5]([NH:7][CH:8]([C:16]1[CH:21]=[CH:20][CH:19]=[C:18]([O:22][CH2:23][C:24]2[CH:29]=[CH:28][CH:27]=[CH:26][CH:25]=2)[CH:17]=1)[C:9]1[C:14]([Cl:15])=[N:13][CH:12]=[CH:11][N:10]=1)=O)[CH3:2]. (6) Given the product [OH:14][N:13]1[C:10]2[C:9]3[CH:15]=[CH:16][N:17]=[CH:18][C:8]=3[NH:7][C:6]3[N:1]=[CH:2][CH:3]=[CH:4][C:5]=3[C:11]=2[N:39]=[C:32]1[C:31]1[CH:30]=[CH:29][N:28]=[CH:27][C:26]=1[NH:25][C:24](=[O:34])[O:23][C:19]([CH3:22])([CH3:21])[CH3:20], predict the reactants needed to synthesize it. The reactants are: [N:1]1[C:6]2[NH:7][C:8]3[CH:18]=[N:17][CH:16]=[CH:15][C:9]=3/[C:10](=[N:13]/[OH:14])/[C:11](=O)[C:5]=2[CH:4]=[CH:3][CH:2]=1.[C:19]([O:23][C:24](=[O:34])[NH:25][C:26]1[CH:27]=[N:28][CH:29]=[CH:30][C:31]=1[CH:32]=O)([CH3:22])([CH3:21])[CH3:20].C([O-])(=O)C.[NH4+:39].C(O)(=O)C. (7) Given the product [Br:29][C:30]1[C:31]([F:44])=[CH:32][C:33]([CH3:43])=[C:34]([N:36]2[CH2:41][CH2:40][N:39]([C:15]([C:17]3[CH:22]=[CH:21][CH:20]=[C:19]([C:23]([F:24])([F:25])[F:26])[C:18]=3[Cl:27])=[O:16])[CH2:38][C:37]2=[O:42])[CH:35]=1, predict the reactants needed to synthesize it. The reactants are: ClC1C=C(F)C=CC=1N1CCN([C:15]([C:17]2[CH:22]=[CH:21][CH:20]=[C:19]([C:23]([F:26])([F:25])[F:24])[C:18]=2[Cl:27])=[O:16])CC1=O.[Br:29][C:30]1[C:31]([F:44])=[CH:32][C:33]([CH3:43])=[C:34]([N:36]2[CH2:41][CH2:40][NH:39][CH2:38][C:37]2=[O:42])[CH:35]=1.